This data is from Reaction yield outcomes from USPTO patents with 853,638 reactions. The task is: Predict the reaction yield, written as a fraction of the theoretical maximum amount of product (1.0 means a 100% yield; for example, 0.34 means a 34% yield). The reactants are [Br-].[F:2][C:3]1[CH:34]=[CH:33][CH:32]=[CH:31][C:4]=1[CH2:5][C:6]1[C:15]2[C:16]3[C:21]([CH2:22][CH2:23][N+:14]=2[CH:13]=[C:12]2[C:7]=1[CH:8]=[CH:9][C:10]([O:29][CH3:30])=[C:11]2[O:27][CH3:28])=[CH:20][C:19]1[O:24][CH2:25][O:26][C:18]=1[CH:17]=3.[O:35]1CCCC1. The catalyst is [OH-].[K+].[Fe-3](C#N)(C#N)(C#N)(C#N)(C#N)C#N.[K+].[K+].[K+]. The product is [F:2][C:3]1[CH:34]=[CH:33][CH:32]=[CH:31][C:4]=1[CH2:5][C:6]1[C:7]2[CH:8]=[CH:9][C:10]([O:29][CH3:30])=[C:11]([O:27][CH3:28])[C:12]=2[C:13](=[O:35])[N:14]2[CH2:23][CH2:22][C:21]3[C:16](=[CH:17][C:18]4[O:26][CH2:25][O:24][C:19]=4[CH:20]=3)[C:15]=12. The yield is 0.280.